This data is from Peptide-MHC class II binding affinity with 134,281 pairs from IEDB. The task is: Regression. Given a peptide amino acid sequence and an MHC pseudo amino acid sequence, predict their binding affinity value. This is MHC class II binding data. The peptide sequence is VPPADKYKTFEAAFT. The MHC is HLA-DQA10102-DQB10502 with pseudo-sequence HLA-DQA10102-DQB10502. The binding affinity (normalized) is 0.0710.